The task is: Predict the product of the given reaction.. This data is from Forward reaction prediction with 1.9M reactions from USPTO patents (1976-2016). (1) Given the reactants [CH3:1][O:2][C:3]1[CH:4]=[C:5]2[C:10](=[CH:11][CH:12]=1)[N:9]=[CH:8][CH:7]=[C:6]2[OH:13].[Br:14]N1C(=O)CCC1=O, predict the reaction product. The product is: [Br:14][C:7]1[CH:8]=[N:9][C:10]2[C:5]([C:6]=1[OH:13])=[CH:4][C:3]([O:2][CH3:1])=[CH:12][CH:11]=2. (2) Given the reactants [CH3:1][CH:2]([O:27][C:28](=[O:30])[CH3:29])[CH:3]([NH:10][C:11]1[CH:16]=[CH:15][CH:14]=[C:13]([CH3:17])[C:12]=1[C:18](=[O:26])[NH:19][C:20]1[CH:25]=[CH:24][CH:23]=[CH:22][CH:21]=1)N1CCCCC1, predict the reaction product. The product is: [CH3:17][C:13]1[CH:14]=[CH:15][CH:16]=[C:11]2[C:12]=1[C:18](=[O:26])[N:19]([C:20]1[CH:21]=[CH:22][CH:23]=[CH:24][CH:25]=1)[C:3]([CH:2]([O:27][C:28](=[O:30])[CH3:29])[CH3:1])=[N:10]2. (3) The product is: [CH:21]1([C:18]2[CH:19]=[CH:20][C:15]([C:12]3[N:13]=[CH:14][C:9]([NH2:8])=[N:10][CH:11]=3)=[C:16]([F:25])[C:17]=2[O:24][C:2]2[N:7]=[CH:6][CH:5]=[CH:4][N:3]=2)[CH2:23][CH2:22]1. Given the reactants Br[C:2]1[N:7]=[CH:6][CH:5]=[CH:4][N:3]=1.[NH2:8][C:9]1[N:10]=[CH:11][C:12]([C:15]2[C:16]([F:25])=[C:17]([OH:24])[C:18]([CH:21]3[CH2:23][CH2:22]3)=[CH:19][CH:20]=2)=[N:13][CH:14]=1, predict the reaction product. (4) Given the reactants [F:1][C:2]1[C:7]([NH2:8])=[CH:6][CH:5]=[C:4]([F:9])[C:3]=1[NH:10][C:11]1[C:16]([C:17]2[N:25]=[CH:24][N:23]=[C:22]3[C:18]=2[N:19]=[CH:20][N:21]3[CH:26]2[CH2:31][CH2:30][CH2:29][CH2:28][O:27]2)=[CH:15][CH:14]=[CH:13][N:12]=1.[Cl:32][C:33]1[CH:34]=[C:35]([S:40](Cl)(=[O:42])=[O:41])[CH:36]=[CH:37][C:38]=1[Cl:39].N1C=CC=CC=1, predict the reaction product. The product is: [Cl:32][C:33]1[CH:34]=[C:35]([S:40]([NH:8][C:7]2[CH:6]=[CH:5][C:4]([F:9])=[C:3]([NH:10][C:11]3[C:16]([C:17]4[N:25]=[CH:24][N:23]=[C:22]5[C:18]=4[N:19]=[CH:20][N:21]5[CH:26]4[CH2:31][CH2:30][CH2:29][CH2:28][O:27]4)=[CH:15][CH:14]=[CH:13][N:12]=3)[C:2]=2[F:1])(=[O:41])=[O:42])[CH:36]=[CH:37][C:38]=1[Cl:39]. (5) Given the reactants [CH3:1][C:2]1([CH3:10])[O:7][C:6](=[O:8])[CH2:5][C:4](=[O:9])[O:3]1.[CH:11](OC)(OC)OC.[Br:18][C:19]1[CH:20]=[C:21]([CH:23]=[CH:24][C:25]=1[S:26]([CH3:29])(=[O:28])=[O:27])[NH2:22], predict the reaction product. The product is: [Br:18][C:19]1[CH:20]=[C:21]([NH:22][CH:11]=[C:5]2[C:6](=[O:8])[O:7][C:2]([CH3:10])([CH3:1])[O:3][C:4]2=[O:9])[CH:23]=[CH:24][C:25]=1[S:26]([CH3:29])(=[O:28])=[O:27].